This data is from Reaction yield outcomes from USPTO patents with 853,638 reactions. The task is: Predict the reaction yield, written as a fraction of the theoretical maximum amount of product (1.0 means a 100% yield; for example, 0.34 means a 34% yield). (1) The reactants are [CH2:1]([C:3]1[N:4]([C:28]2[CH:33]=[CH:32][C:31]([OH:34])=[CH:30][CH:29]=2)[C:5](=[O:27])[C:6]([CH2:12][C:13]2[CH:18]=[CH:17][C:16]([C:19]3[C:20]([C:25]#[N:26])=[CH:21][CH:22]=[CH:23][CH:24]=3)=[CH:15][CH:14]=2)=[C:7]([CH2:9][CH2:10][CH3:11])[N:8]=1)[CH3:2].I[CH2:36][C:37]([CH3:40])([CH3:39])[CH3:38].C(=O)([O-])[O-].[Cs+].[Cs+]. The catalyst is CN(C)C(=O)C. The product is [CH3:36][C:37]([CH3:40])([CH3:39])[CH2:38][O:34][C:31]1[CH:32]=[CH:33][C:28]([N:4]2[C:5](=[O:27])[C:6]([CH2:12][C:13]3[CH:18]=[CH:17][C:16]([C:19]4[C:20]([C:25]#[N:26])=[CH:21][CH:22]=[CH:23][CH:24]=4)=[CH:15][CH:14]=3)=[C:7]([CH2:9][CH2:10][CH3:11])[N:8]=[C:3]2[CH2:1][CH3:2])=[CH:29][CH:30]=1. The yield is 0.870. (2) The reactants are [O:1]([CH2:8][CH2:9][N:10]1[CH:14]=[CH:13][CH:12]=[C:11]1[CH:15]=O)[C:2]1[CH:7]=[CH:6][CH:5]=[CH:4][CH:3]=1.[H-].[Na+].[OH-:19].[Na+].[CH2:21]1[CH2:25][O:24]CC1. The catalyst is C(OCC)(=O)C. The product is [O:1]([CH2:8][CH2:9][N:10]1[CH:14]=[CH:13][CH:12]=[C:11]1/[CH:15]=[CH:21]/[C:25]([OH:19])=[O:24])[C:2]1[CH:3]=[CH:4][CH:5]=[CH:6][CH:7]=1. The yield is 0.580. (3) The reactants are [I:1][C:2]1[CH:3]=[C:4]([C:12]2[N:16]=[C:15](/[CH:17]=[CH:18]/[C:19]3[CH:24]=[CH:23][C:22]([CH3:25])=[CH:21][CH:20]=3)[O:14][N:13]=2)[CH:5]=[CH:6][C:7]=1[O:8]C(C)C.ClC1C=C(C2ON=C(C3C=CC(OC(C)C)=C(I)C=3)N=2)C=CC=1OCCC. No catalyst specified. The product is [I:1][C:2]1[CH:3]=[C:4]([C:12]2[N:16]=[C:15](/[CH:17]=[CH:18]/[C:19]3[CH:20]=[CH:21][C:22]([CH3:25])=[CH:23][CH:24]=3)[O:14][N:13]=2)[CH:5]=[CH:6][C:7]=1[OH:8]. The yield is 0.530. (4) The yield is 0.570. The product is [NH:21]([C:19]1[N:20]=[C:15]2[CH:14]=[CH:13][N:12]([S:2]([C:5]3[CH:11]=[CH:10][C:8]([CH3:9])=[CH:7][CH:6]=3)(=[O:3])=[O:4])[C:16]2=[N:17][CH:18]=1)[NH2:22]. The reactants are Cl.[S:2]([N:12]1[C:16]2=[N:17][CH:18]=[C:19]([NH:21][NH:22]C(OC(C)(C)C)=O)[N:20]=[C:15]2[CH:14]=[CH:13]1)([C:5]1[CH:11]=[CH:10][C:8]([CH3:9])=[CH:7][CH:6]=1)(=[O:4])=[O:3].S(N1C2=NC=C(N(C(OC(C)(C)C)=O)N)N=C2C=C1)(C1C=CC(C)=CC=1)(=O)=O.C([O-])(O)=O.[Na+]. The catalyst is O1CCOCC1.CCOC(C)=O. (5) The reactants are [OH-].[Na+].[CH2:3]([O:7][C:8]1[CH:13]=[CH:12][C:11]([S:14]([CH2:17][NH:18][CH2:19][C:20]([N:29]2[CH2:34][CH2:33][N:32]([S:35]([CH3:38])(=[O:37])=[O:36])[CH2:31][CH2:30]2)(C(OC)=O)[C:21]([O:23]C)=[O:22])(=[O:16])=[O:15])=[CH:10][CH:9]=1)[C:4]#[C:5][CH3:6].Cl. The catalyst is O1CCCC1.CO.O. The product is [CH2:3]([O:7][C:8]1[CH:13]=[CH:12][C:11]([S:14]([CH2:17][NH:18][CH2:19][CH:20]([N:29]2[CH2:30][CH2:31][N:32]([S:35]([CH3:38])(=[O:36])=[O:37])[CH2:33][CH2:34]2)[C:21]([OH:23])=[O:22])(=[O:15])=[O:16])=[CH:10][CH:9]=1)[C:4]#[C:5][CH3:6]. The yield is 0.870.